From a dataset of Reaction yield outcomes from USPTO patents with 853,638 reactions. Predict the reaction yield, written as a fraction of the theoretical maximum amount of product (1.0 means a 100% yield; for example, 0.34 means a 34% yield). (1) The reactants are [CH3:1][C:2]([CH3:8])([CH2:6][OH:7])[C:3]([OH:5])=[O:4].[C:9](Cl)(=[O:11])[CH3:10].Cl. The catalyst is N1C=CC=CC=1. The product is [CH3:1][C:2]([CH3:8])([CH2:6][O:7][C:9](=[O:11])[CH3:10])[C:3]([OH:5])=[O:4]. The yield is 0.950. (2) The reactants are CS(C)=O.[N+]([C:8]1[S:12][C:11]([C:13]#[N:14])=[CH:10][CH:9]=1)([O-])=O.[F:15][C:16]1[CH:21]=[CH:20][C:19]([OH:22])=[CH:18][CH:17]=1.C(=O)([O-])[O-].[K+].[K+]. The catalyst is O. The product is [F:15][C:16]1[CH:21]=[CH:20][C:19]([O:22][C:8]2[S:12][C:11]([C:13]#[N:14])=[CH:10][CH:9]=2)=[CH:18][CH:17]=1. The yield is 0.859. (3) The reactants are C[O:2][C:3]1[CH:4]=[C:5]([CH:14]=[CH:15][C:16]2[CH:21]=[CH:20][C:19]([O:22]C)=[CH:18][CH:17]=2)[CH:6]=[C:7]([O:12]C)[C:8]=1[CH2:9][CH2:10][CH3:11].Cl.N1C=CC=CC=1. No catalyst specified. The product is [OH:22][C:19]1[CH:20]=[CH:21][C:16]([CH:15]=[CH:14][C:5]2[CH:6]=[C:7]([OH:12])[C:8]([CH2:9][CH2:10][CH3:11])=[C:3]([OH:2])[CH:4]=2)=[CH:17][CH:18]=1. The yield is 0.300. (4) The reactants are CN([CH:4]=[C:5]1[C:11](=O)[C:10]2[CH:13]=[C:14]([CH3:18])[C:15]([CH3:17])=[CH:16][C:9]=2[NH:8][C:7](=[O:19])[CH2:6]1)C.Cl.[C:21]([NH2:26])(=[NH:25])[CH2:22][CH2:23][CH3:24]. No catalyst specified. The product is [CH3:17][C:15]1[C:14]([CH3:18])=[CH:13][C:10]2[C:11]3[N:26]=[C:21]([CH2:22][CH2:23][CH3:24])[N:25]=[CH:4][C:5]=3[CH2:6][C:7](=[O:19])[NH:8][C:9]=2[CH:16]=1. The yield is 0.670. (5) The reactants are [S:1]1[CH:5]=[CH:4][C:3](C(O)=O)=[CH:2]1.C1(P(N=[N+]=[N-])(C2C=CC=CC=2)=[O:16])C=CC=CC=1.C([N:28]([CH2:31]C)CC)C.[C:33]([OH:37])([CH3:36])([CH3:35])[CH3:34]. No catalyst specified. The product is [S:1]1[CH:5]=[CH:4][C:3]([NH:28][C:31](=[O:16])[O:37][C:33]([CH3:36])([CH3:35])[CH3:34])=[CH:2]1. The yield is 0.690. (6) The reactants are C(OC([N:8]1[C:21]2[C:12](=[C:13]3[C:18](=[CH:19][CH:20]=2)[CH2:17][CH2:16][C@@H:15]([CH2:22][OH:23])[O:14]3)[CH2:11][CH2:10][CH:9]1O)=O)(C)(C)C. The catalyst is ClC1C=CC=CC=1Cl. The product is [N:8]1[C:21]2[C:12](=[C:13]3[C:18](=[CH:19][CH:20]=2)[CH2:17][CH2:16][C@@H:15]([CH2:22][OH:23])[O:14]3)[CH:11]=[CH:10][CH:9]=1. The yield is 0.710.